Dataset: Forward reaction prediction with 1.9M reactions from USPTO patents (1976-2016). Task: Predict the product of the given reaction. (1) Given the reactants [C:1]([O:4][C@@H:5]1[C@@H:10]([O:11][C:12](=[O:14])[CH3:13])[C@H:9]([O:15][C:16](=[O:18])[CH3:17])[C@@H:8]([C:19]([O:21][CH3:22])=[O:20])[O:7][C@H:6]1[O:23][C:24]1[CH:32]=[C:31]2[C:27]([C@H:28]([CH2:40][Cl:41])[CH2:29][N:30]2C(OC(C)(C)C)=O)=[C:26]2[C:42]([CH3:45])=[CH:43][S:44][C:25]=12)(=[O:3])[CH3:2].Cl.Cl[C:48](=[O:59])[CH2:49][CH2:50][CH2:51][C:52]([O:54][C:55]([CH3:58])([CH3:57])[CH3:56])=[O:53], predict the reaction product. The product is: [C:1]([O:4][C@@H:5]1[C@@H:10]([O:11][C:12](=[O:14])[CH3:13])[C@H:9]([O:15][C:16](=[O:18])[CH3:17])[C@@H:8]([C:19]([O:21][CH3:22])=[O:20])[O:7][C@H:6]1[O:23][C:24]1[CH:32]=[C:31]2[C:27]([C@H:28]([CH2:40][Cl:41])[CH2:29][N:30]2[C:48](=[O:59])[CH2:49][CH2:50][CH2:51][C:52]([O:54][C:55]([CH3:57])([CH3:56])[CH3:58])=[O:53])=[C:26]2[C:42]([CH3:45])=[CH:43][S:44][C:25]=12)(=[O:3])[CH3:2]. (2) Given the reactants [CH3:1][O:2][C:3]1[CH:4]=[C:5]([CH:7]=[C:8]([O:10][CH3:11])[CH:9]=1)[NH2:6].Br[CH2:13][C:14]([C:16]1[CH:21]=[C:20]([OH:22])[CH:19]=[C:18]([OH:23])[CH:17]=1)=[O:15].[C:24](=[O:27])(O)[O-].[Na+], predict the reaction product. The product is: [OH:23][C:18]1[CH:17]=[C:16]([C:14](=[O:15])[CH2:13][N:6]2[C:5]3[C:4](=[C:3]([O:2][CH3:1])[CH:9]=[C:8]([O:10][CH3:11])[CH:7]=3)[C:14]([C:16]3[CH:21]=[C:20]([OH:22])[CH:19]=[C:24]([OH:27])[CH:17]=3)=[CH:13]2)[CH:21]=[C:20]([OH:22])[CH:19]=1. (3) Given the reactants [CH3:1][CH2:2][CH2:3][CH2:4][N:5]([C:10]([CH2:12][N:13]1[C@@H:17]([C:18]2[CH:19]=[CH:20][C:21]([O:24][CH3:25])=[CH:22][CH:23]=2)[C@H:16]([C:26]([OH:28])=[O:27])[C@@H:15]([C:29]2[CH:30]=[CH:31][C:32]3[O:37][CH2:36][O:35][C:33]=3[CH:34]=2)[CH2:14]1)=[O:11])[CH2:6][CH2:7][CH2:8][CH3:9].[ClH:38], predict the reaction product. The product is: [CH3:9][CH2:8][CH2:7][CH2:6][N:5]([C:10]([CH2:12][N:13]1[C@@H:17]([C:18]2[CH:23]=[CH:22][C:21]([O:24][CH3:25])=[CH:20][CH:19]=2)[C@H:16]([C:26]([OH:28])=[O:27])[C@@H:15]([C:29]2[CH:30]=[CH:31][C:32]3[O:37][CH2:36][O:35][C:33]=3[CH:34]=2)[CH2:14]1)=[O:11])[CH2:4][CH2:3][CH2:2][CH3:1].[ClH:38]. (4) Given the reactants [Br:1][C:2]1[CH:3]=[N:4][C:5]([C:8]([OH:10])=O)=[N:6][CH:7]=1.C(Cl)(=O)C(Cl)=O.N1C=CC=CC=1.[C:23]([NH2:27])([CH3:26])([CH3:25])[CH3:24], predict the reaction product. The product is: [C:23]([NH:27][C:8]([C:5]1[N:6]=[CH:7][C:2]([Br:1])=[CH:3][N:4]=1)=[O:10])([CH3:26])([CH3:25])[CH3:24]. (5) Given the reactants Br[C:2]1[CH:3]=[N:4][CH:5]=[C:6]([CH:21]=1)[C:7]([NH:9][C:10]1[CH:15]=[CH:14][C:13]([O:16][C:17]([F:20])([F:19])[F:18])=[CH:12][CH:11]=1)=[O:8].CC1(C)C(C)(C)OB([C:30]2[CH:31]=[N:32][C:33]([NH2:36])=[N:34][CH:35]=2)O1.C([O-])([O-])=O.[K+].[K+].O, predict the reaction product. The product is: [NH2:36][C:33]1[N:34]=[CH:35][C:30]([C:2]2[CH:3]=[N:4][CH:5]=[C:6]([CH:21]=2)[C:7]([NH:9][C:10]2[CH:15]=[CH:14][C:13]([O:16][C:17]([F:20])([F:19])[F:18])=[CH:12][CH:11]=2)=[O:8])=[CH:31][N:32]=1. (6) Given the reactants [Cl:1][C:2]1[N:3]=[C:4]([N:13]2[CH2:18][CH2:17][O:16][CH2:15][CH2:14]2)[C:5]2[S:10][C:9]([CH:11]=O)=[CH:8][C:6]=2[N:7]=1.[CH2:19]1[C:28]2[C:23](=[CH:24][CH:25]=[CH:26][CH:27]=2)[CH2:22][CH2:21][NH:20]1, predict the reaction product. The product is: [Cl:1][C:2]1[N:3]=[C:4]([N:13]2[CH2:18][CH2:17][O:16][CH2:15][CH2:14]2)[C:5]2[S:10][C:9]([CH2:11][N:20]3[CH2:21][CH2:22][C:23]4[C:28](=[CH:27][CH:26]=[CH:25][CH:24]=4)[CH2:19]3)=[CH:8][C:6]=2[N:7]=1.